This data is from Peptide-MHC class I binding affinity with 185,985 pairs from IEDB/IMGT. The task is: Regression. Given a peptide amino acid sequence and an MHC pseudo amino acid sequence, predict their binding affinity value. This is MHC class I binding data. (1) The peptide sequence is VPYNMRVIHF. The MHC is HLA-B35:01 with pseudo-sequence HLA-B35:01. The binding affinity (normalized) is 0.328. (2) The peptide sequence is RPKPDYSAM. The MHC is HLA-A01:01 with pseudo-sequence HLA-A01:01. The binding affinity (normalized) is 0.0847. (3) The peptide sequence is TLMLVALLGA. The MHC is HLA-A02:06 with pseudo-sequence HLA-A02:06. The binding affinity (normalized) is 0.451. (4) The peptide sequence is SPTEMVDVSM. The MHC is HLA-B07:02 with pseudo-sequence HLA-B07:02. The binding affinity (normalized) is 0.556. (5) The peptide sequence is TMLEDHEFV. The MHC is HLA-A02:01 with pseudo-sequence HLA-A02:01. The binding affinity (normalized) is 0.732. (6) The binding affinity (normalized) is 0.0402. The MHC is HLA-A03:01 with pseudo-sequence HLA-A03:01. The peptide sequence is PIPSSWAFGK. (7) The peptide sequence is VPKIFIDNI. The MHC is HLA-B53:01 with pseudo-sequence HLA-B53:01. The binding affinity (normalized) is 0.418. (8) The peptide sequence is FMHCKKGCRCL. The MHC is Mamu-B01 with pseudo-sequence Mamu-B01. The binding affinity (normalized) is 0. (9) The peptide sequence is VLWAHGFEL. The MHC is HLA-B07:02 with pseudo-sequence HLA-B07:02. The binding affinity (normalized) is 0.193. (10) The peptide sequence is LIEGTASLS. The MHC is HLA-A23:01 with pseudo-sequence HLA-A23:01. The binding affinity (normalized) is 0.